From a dataset of Forward reaction prediction with 1.9M reactions from USPTO patents (1976-2016). Predict the product of the given reaction. (1) Given the reactants [C:1]([O:5][C:6]([N:8]1[C:16]2[C:11](=[CH:12][CH:13]=[CH:14][C:15]=2[C:17]([OH:19])=[O:18])[CH2:10][CH2:9]1)=[O:7])([CH3:4])([CH3:3])[CH3:2].CI.[C:22](=O)([O-])[O-].[K+].[K+], predict the reaction product. The product is: [N:8]1([C:6]([O:5][C:1]([CH3:4])([CH3:2])[CH3:3])=[O:7])[C:16]2[C:11](=[CH:12][CH:13]=[CH:14][C:15]=2[C:17]([O:19][CH3:22])=[O:18])[CH2:10][CH2:9]1. (2) Given the reactants [Cl:1][CH2:2][CH2:3][CH2:4][CH:5]([C:26]1[CH:31]=[CH:30][C:29]([C:32]([F:35])([F:34])[F:33])=[CH:28][CH:27]=1)[C:6]([NH:8][NH:9][C:10](=[O:25])[C:11]1[CH:16]=[CH:15][C:14]([C:17]2[O:21][C:20]([CH3:22])=[N:19][CH:18]=2)=[C:13]([O:23][CH3:24])[CH:12]=1)=O.C(Cl)(Cl)(Cl)Cl.C1(P(C2C=CC=CC=2)C2C=CC=CC=2)C=CC=CC=1, predict the reaction product. The product is: [Cl:1][CH2:2][CH2:3][CH2:4][CH:5]([C:6]1[O:25][C:10]([C:11]2[CH:16]=[CH:15][C:14]([C:17]3[O:21][C:20]([CH3:22])=[N:19][CH:18]=3)=[C:13]([O:23][CH3:24])[CH:12]=2)=[N:9][N:8]=1)[C:26]1[CH:31]=[CH:30][C:29]([C:32]([F:34])([F:35])[F:33])=[CH:28][CH:27]=1. (3) Given the reactants [CH:1]1([C:6]([OH:30])([C:17]#[C:18][C:19]2[CH:24]=[C:23]([F:25])[C:22]([CH2:26][OH:27])=[CH:21][C:20]=2[O:28][CH3:29])[CH2:7][C:8]2[O:13]C(C)(C)[O:11][C:10](=O)[CH:9]=2)[CH2:5][CH2:4][CH2:3][CH2:2]1.C1(C(O)(C#CC2C(OC)=CN=C(CC)C=2)CC2OC(C)(C)OC(=O)C=2)CCCC1, predict the reaction product. The product is: [CH:1]1([C:6]2([CH2:17][CH2:18][C:19]3[CH:24]=[C:23]([F:25])[C:22]([CH2:26][OH:27])=[CH:21][C:20]=3[O:28][CH3:29])[O:30][C:10](=[O:11])[CH2:9][C:8](=[O:13])[CH2:7]2)[CH2:2][CH2:3][CH2:4][CH2:5]1. (4) Given the reactants [F:1][C:2]1([F:58])[C:6]2[N:7]([CH2:14][C:15]([NH:17][C@H:18]([C:28]3[C:33]([C:34]4[CH:35]=[CH:36][CH:37]=[C:38]5[C:42]=4[N:41]([CH3:43])[N:40]=[C:39]5[NH:44][S:45]([CH3:48])(=[O:47])=[O:46])=[CH:32][CH:31]=[C:30]([C:49]#[C:50][C:51]4([OH:56])[CH2:55][CH2:54]O[CH2:52]4)[N:29]=3)[CH2:19][C:20]3[CH:25]=[C:24]([F:26])[CH:23]=[C:22]([F:27])[CH:21]=3)=[O:16])[N:8]=[C:9]([C:10]([F:13])([F:12])[F:11])[C:5]=2[C@H:4]2[CH2:57][C@@H:3]12.[C:59](C1(O)CCCC1)#C, predict the reaction product. The product is: [F:1][C:2]1([F:58])[C:6]2[N:7]([CH2:14][C:15]([NH:17][C@H:18]([C:28]3[C:33]([C:34]4[CH:35]=[CH:36][CH:37]=[C:38]5[C:42]=4[N:41]([CH3:43])[N:40]=[C:39]5[NH:44][S:45]([CH3:48])(=[O:46])=[O:47])=[CH:32][CH:31]=[C:30]([C:49]#[C:50][C:51]4([OH:56])[CH2:55][CH2:54][CH2:59][CH2:52]4)[N:29]=3)[CH2:19][C:20]3[CH:21]=[C:22]([F:27])[CH:23]=[C:24]([F:26])[CH:25]=3)=[O:16])[N:8]=[C:9]([C:10]([F:12])([F:13])[F:11])[C:5]=2[C@H:4]2[CH2:57][C@@H:3]12. (5) Given the reactants [Br:1][C:2]1[CH:7]=[C:6]([Cl:8])[CH:5]=[CH:4][C:3]=1[OH:9].Br[CH:11]([CH3:19])[C:12]([O:14][C:15]([CH3:18])([CH3:17])[CH3:16])=[O:13], predict the reaction product. The product is: [Br:1][C:2]1[CH:7]=[C:6]([Cl:8])[CH:5]=[CH:4][C:3]=1[O:9][CH:11]([CH3:19])[C:12]([O:14][C:15]([CH3:18])([CH3:17])[CH3:16])=[O:13]. (6) Given the reactants [C:1]([C:4]1[CH:9]=[CH:8][C:7]([S:10]([NH:13][C:14]2[CH:18]=[C:17]([CH3:19])[O:16][N:15]=2)(=[O:12])=[O:11])=[CH:6][CH:5]=1)(=[O:3])[CH3:2].[CH3:20][O:21][C:22]1[C:29]([C:30]2[S:31][CH:32]=[CH:33][CH:34]=2)=[CH:28][C:25]([CH:26]=O)=[C:24]([O:35][CH2:36][CH2:37][N:38]2[CH2:43][CH2:42][O:41][CH2:40][CH2:39]2)[CH:23]=1.C[O-].[Li+].[ClH:47], predict the reaction product. The product is: [ClH:47].[CH3:20][O:21][C:22]1[C:29]([C:30]2[S:31][CH:32]=[CH:33][CH:34]=2)=[CH:28][C:25](/[CH:26]=[CH:2]/[C:1]([C:4]2[CH:5]=[CH:6][C:7]([S:10]([NH:13][C:14]3[CH:18]=[C:17]([CH3:19])[O:16][N:15]=3)(=[O:11])=[O:12])=[CH:8][CH:9]=2)=[O:3])=[C:24]([O:35][CH2:36][CH2:37][N:38]2[CH2:39][CH2:40][O:41][CH2:42][CH2:43]2)[CH:23]=1.